From a dataset of Catalyst prediction with 721,799 reactions and 888 catalyst types from USPTO. Predict which catalyst facilitates the given reaction. (1) Reactant: [F:1][C:2]([F:42])([F:41])[C:3]1[CH:4]=[C:5]([CH:34]=[C:35]([C:37]([F:40])([F:39])[F:38])[CH:36]=1)[CH2:6][N:7]([CH2:21][C:22]1[C:23]([OH:33])=[N:24][C:25]2[C:30]([CH:31]=1)=[CH:29][CH:28]=[CH:27][C:26]=2[CH3:32])[C:8]1[N:13]=[CH:12][C:11]([O:14][CH2:15][CH2:16][S:17]([CH3:20])(=[O:19])=[O:18])=[CH:10][N:9]=1.C(N(CC)CC)C.[F:50][C:51]([F:64])([F:63])[S:52](O[S:52]([C:51]([F:64])([F:63])[F:50])(=[O:54])=[O:53])(=[O:54])=[O:53]. Product: [F:39][C:37]([F:38])([F:40])[C:35]1[CH:34]=[C:5]([CH:4]=[C:3]([C:2]([F:1])([F:41])[F:42])[CH:36]=1)[CH2:6][N:7]([CH2:21][C:22]1[C:23]([O:33][S:52]([C:51]([F:64])([F:63])[F:50])(=[O:54])=[O:53])=[N:24][C:25]2[C:30]([CH:31]=1)=[CH:29][CH:28]=[CH:27][C:26]=2[CH3:32])[C:8]1[N:13]=[CH:12][C:11]([O:14][CH2:15][CH2:16][S:17]([CH3:20])(=[O:19])=[O:18])=[CH:10][N:9]=1. The catalyst class is: 448. (2) Reactant: [Cl:1][C:2]1[CH:7]=[C:6]([Cl:8])[N:5]=[C:4](SC)[N:3]=1.Cl[C:12]1C=C(C=CC=1)C(OO)=O.[S:22]([O-:26])([O-])(=[O:24])=S.[Na+].[Na+].C(=O)([O-])O.[Na+]. Product: [Cl:1][C:2]1[CH:7]=[C:6]([Cl:8])[N:5]=[C:4]([S:22]([CH3:12])(=[O:26])=[O:24])[N:3]=1. The catalyst class is: 4. (3) Reactant: [NH:1]([C:8]1[C:16]2[O:15][CH2:14][C@@H:13]([N:17]([C:32](=[O:37])[C:33]([F:36])([F:35])[F:34])[C:18]3[CH:31]=[CH:30][C:21]4[C@H:22]([CH2:25][C:26]([O:28][CH3:29])=[O:27])[CH2:23][O:24][C:20]=4[CH:19]=3)[C:12]=2[CH:11]=[CH:10][CH:9]=1)[C:2]1[CH:7]=[CH:6][CH:5]=[CH:4][CH:3]=1.[CH2:38](I)[CH3:39].[H-].[Na+].O. Product: [CH2:38]([N:1]([C:2]1[CH:3]=[CH:4][CH:5]=[CH:6][CH:7]=1)[C:8]1[C:16]2[O:15][CH2:14][C@@H:13]([N:17]([C:32](=[O:37])[C:33]([F:36])([F:35])[F:34])[C:18]3[CH:31]=[CH:30][C:21]4[C@H:22]([CH2:25][C:26]([O:28][CH3:29])=[O:27])[CH2:23][O:24][C:20]=4[CH:19]=3)[C:12]=2[CH:11]=[CH:10][CH:9]=1)[CH3:39]. The catalyst class is: 9. (4) Reactant: [Se](=O)=[O:2].[CH3:4][O:5][CH2:6][O:7][C:8]1[C:17]([N+:18]([O-:20])=[O:19])=[C:16]2[C:11]([CH:12]=[CH:13][C:14]([CH3:21])=[N:15]2)=[CH:10][CH:9]=1. Product: [CH3:4][O:5][CH2:6][O:7][C:8]1[C:17]([N+:18]([O-:20])=[O:19])=[C:16]2[C:11]([CH:12]=[CH:13][C:14]([CH:21]=[O:2])=[N:15]2)=[CH:10][CH:9]=1. The catalyst class is: 169. (5) Reactant: [NH:1]1[C:5]2[S:6][C:7]([C:9]#[N:10])=[CH:8][C:4]=2[CH:3]=[N:2]1.[Br:11]N1C(=O)CCC1=O.S([O-])([O-])(=O)=S.[Na+].[Na+]. Product: [Br:11][C:3]1[C:4]2[CH:8]=[C:7]([C:9]#[N:10])[S:6][C:5]=2[NH:1][N:2]=1. The catalyst class is: 42. (6) Reactant: [I:1][C:2]1[C:10]2[C:5](=[N:6][CH:7]=[C:8]([N+:11]([O-])=O)[CH:9]=2)[N:4]([CH2:14][C:15]2[CH:20]=[CH:19][C:18]([O:21][CH3:22])=[CH:17][CH:16]=2)[N:3]=1.CCO.[NH4+].[Cl-]. Product: [I:1][C:2]1[C:10]2[C:5](=[N:6][CH:7]=[C:8]([NH2:11])[CH:9]=2)[N:4]([CH2:14][C:15]2[CH:20]=[CH:19][C:18]([O:21][CH3:22])=[CH:17][CH:16]=2)[N:3]=1. The catalyst class is: 150. (7) Reactant: O[Li].O.[N:4]1[CH:9]=[CH:8][CH:7]=[C:6]([C:10]2[S:14][C:13]([C:15]([O:17]C)=[O:16])=[N:12][CH:11]=2)[CH:5]=1. Product: [N:4]1[CH:9]=[CH:8][CH:7]=[C:6]([C:10]2[S:14][C:13]([C:15]([OH:17])=[O:16])=[N:12][CH:11]=2)[CH:5]=1. The catalyst class is: 20. (8) Reactant: [CH3:1][O:2][C:3]1[CH:28]=[CH:27][C:6]([CH2:7][N:8]2[C:14](=[O:15])[C@@H:13]([NH:16]C(=O)OCC3C=CC=CC=3)[CH2:12][O:11][CH2:10][CH2:9]2)=[CH:5][CH:4]=1.Br. Product: [NH2:16][C@H:13]1[CH2:12][O:11][CH2:10][CH2:9][N:8]([CH2:7][C:6]2[CH:27]=[CH:28][C:3]([O:2][CH3:1])=[CH:4][CH:5]=2)[C:14]1=[O:15]. The catalyst class is: 10.